This data is from Catalyst prediction with 721,799 reactions and 888 catalyst types from USPTO. The task is: Predict which catalyst facilitates the given reaction. (1) Reactant: [Br:1][C:2]1[CH:3]=[CH:4][C:5]([Cl:19])=[C:6]([CH:18]=1)[CH2:7][C:8]1[CH:9]=[CH:10][C:11]2[O:16][CH2:15][CH2:14][NH:13][C:12]=2[CH:17]=1.C(=O)([O-])[O-].[K+].[K+].[CH2:26](Br)[C:27]1[CH:32]=[CH:31][CH:30]=[CH:29][CH:28]=1. Product: [CH2:26]([N:13]1[C:12]2[CH:17]=[C:8]([CH2:7][C:6]3[CH:18]=[C:2]([Br:1])[CH:3]=[CH:4][C:5]=3[Cl:19])[CH:9]=[CH:10][C:11]=2[O:16][CH2:15][CH2:14]1)[C:27]1[CH:32]=[CH:31][CH:30]=[CH:29][CH:28]=1. The catalyst class is: 3. (2) Reactant: [NH2:1][C:2]1[CH:3]=[CH:4][C:5]([O:8][C:9](=[O:18])[N:10]([CH3:17])[C:11]2[CH:16]=[CH:15][CH:14]=[CH:13][CH:12]=2)=[N:6][CH:7]=1.[CH3:19][C:20]1([CH3:27])[CH2:25][C:24](=[O:26])[O:23][C:21]1=[O:22]. Product: [CH3:19][C:20]([CH3:27])([CH2:25][C:24]([NH:1][C:2]1[CH:7]=[N:6][C:5]([O:8][C:9](=[O:18])[N:10]([CH3:17])[C:11]2[CH:16]=[CH:15][CH:14]=[CH:13][CH:12]=2)=[CH:4][CH:3]=1)=[O:26])[C:21]([OH:23])=[O:22]. The catalyst class is: 4. (3) Reactant: [Cl:1][C:2]1[N:3]=[CH:4][NH:5][C:6]=1[Cl:7].[OH-].[K+].[Br:10][CH2:11][CH2:12][CH2:13][CH3:14].[K+].[Br-].Br[CH2:18][CH2:19][C:20]1[CH:29]=[CH:28][C:27]2[C:22](=[CH:23][CH:24]=[CH:25][CH:26]=2)[CH:21]=1. Product: [Br-:10].[CH2:11]([N+:3]1[C:2]([Cl:1])=[C:6]([Cl:7])[N:5]([C:20]2([CH2:19][CH3:18])[CH:29]=[CH:28][C:27]3[C:22](=[CH:23][CH:24]=[CH:25][CH:26]=3)[CH2:21]2)[CH:4]=1)[CH2:12][CH2:13][CH3:14]. The catalyst class is: 10. (4) Reactant: [OH:1][C:2]1[C:3]([CH3:16])=[C:4]([NH:8][C:9](=[O:15])[O:10][C:11]([CH3:14])([CH3:13])[CH3:12])[CH:5]=[CH:6][CH:7]=1.[H-].[Na+].FC(F)(F)S(O[C:25]1[C:34]2[C:33](=[O:35])[N:32]([CH2:36][C:37]3[CH:42]=[CH:41][C:40]([O:43][CH3:44])=[CH:39][CH:38]=3)[C:31](=[O:45])[N:30]([C:46]3[CH:51]=[CH:50][C:49]([I:52])=[CH:48][C:47]=3[F:53])[C:29]=2[N:28]([CH3:54])[C:27](=[O:55])[CH:26]=1)(=O)=O. Product: [F:53][C:47]1[CH:48]=[C:49]([I:52])[CH:50]=[CH:51][C:46]=1[N:30]1[C:29]2[N:28]([CH3:54])[C:27](=[O:55])[CH:26]=[C:25]([O:1][C:2]3[C:3]([CH3:16])=[C:4]([NH:8][C:9](=[O:15])[O:10][C:11]([CH3:12])([CH3:13])[CH3:14])[CH:5]=[CH:6][CH:7]=3)[C:34]=2[C:33](=[O:35])[N:32]([CH2:36][C:37]2[CH:38]=[CH:39][C:40]([O:43][CH3:44])=[CH:41][CH:42]=2)[C:31]1=[O:45]. The catalyst class is: 7. (5) Reactant: [CH3:1][O:2][CH2:3][O:4][C:5]1[CH:13]=[C:12]2[C:8]([CH2:9][CH2:10][CH2:11]2)=[CH:7][C:6]=1[NH:14][S:15]([C:18]1[S:19][CH:20]=[C:21]([CH3:23])[N:22]=1)(=[O:17])=[O:16].C(P(CCCC)CCCC)CCC.[F:37][C@@H:38]([CH3:41])[CH2:39]O.N(/C(N1CCCCC1)=O)=N\C(N1CCCCC1)=O. Product: [F:37][C@@H:38]([CH3:41])[CH2:39][N:14]([C:6]1[CH:7]=[C:8]2[C:12](=[CH:13][C:5]=1[O:4][CH2:3][O:2][CH3:1])[CH2:11][CH2:10][CH2:9]2)[S:15]([C:18]1[S:19][CH:20]=[C:21]([CH3:23])[N:22]=1)(=[O:17])=[O:16]. The catalyst class is: 1. (6) Product: [Cl:1][C:2]1[CH:8]=[C:7]([S:9]([CH3:12])(=[O:11])=[O:10])[CH:6]=[CH:5][C:3]=1[I:17]. Reactant: [Cl:1][C:2]1[CH:8]=[C:7]([S:9]([CH3:12])(=[O:11])=[O:10])[CH:6]=[CH:5][C:3]=1N.N([O-])=O.[Na+].[I-:17].[K+].Cl. The catalyst class is: 10. (7) Reactant: [CH3:1][O:2][C:3]1[CH:4]=[C:5]2[C:10](=[CH:11][C:12]=1[O:13][CH3:14])[N:9]=[CH:8][N:7]=[C:6]2[O:15][C:16]1[C:22]([CH3:23])=[CH:21][C:19]([NH2:20])=[C:18]([CH3:24])[CH:17]=1.Cl[C:26](Cl)([O:28][C:29](=[O:35])OC(Cl)(Cl)Cl)Cl.[CH:37]1(O)[CH2:41]C[CH2:39][CH2:38]1.C(=O)(O)[O-].[Na+]. Product: [CH3:1][O:2][C:3]1[CH:4]=[C:5]2[C:10](=[CH:11][C:12]=1[O:13][CH3:14])[N:9]=[CH:8][N:7]=[C:6]2[O:15][C:16]1[C:22]([CH3:23])=[CH:21][C:19]([NH:20][C:29](=[O:35])[O:28][CH:26]2[CH2:39][CH2:38][CH2:37][CH2:41]2)=[C:18]([CH3:24])[CH:17]=1. The catalyst class is: 208. (8) Reactant: Cl.[C:2]([CH:10]1[CH2:15][CH2:14][CH2:13][NH:12][CH2:11]1)(=[O:9])[C:3]1[CH:8]=[CH:7][CH:6]=[CH:5][CH:4]=1.Cl[C:17]1[N:22]([CH3:23])[C:21](=[O:24])[CH:20]=[C:19]([C:25]2[CH:30]=[CH:29][N:28]=[CH:27][CH:26]=2)[N:18]=1.C(N(CC)CC)C.O. Product: [C:2]([CH:10]1[CH2:15][CH2:14][CH2:13][N:12]([C:17]2[N:22]([CH3:23])[C:21](=[O:24])[CH:20]=[C:19]([C:25]3[CH:26]=[CH:27][N:28]=[CH:29][CH:30]=3)[N:18]=2)[CH2:11]1)(=[O:9])[C:3]1[CH:8]=[CH:7][CH:6]=[CH:5][CH:4]=1. The catalyst class is: 7. (9) The catalyst class is: 4. Reactant: [OH:1][CH2:2][C:3]1[N:8]=[C:7]([CH2:9][C:10]2[C:18]3[C:13](=[CH:14][C:15]([O:19][CH3:20])=[CH:16][CH:17]=3)[N:12]([C:21]([O:23][C:24]([CH3:27])([CH3:26])[CH3:25])=[O:22])[C:11]=2[C:28]2[CH:33]=[CH:32][CH:31]=[CH:30][CH:29]=2)[CH:6]=[CH:5][CH:4]=1.CC(OI1(OC(C)=O)(OC(C)=O)OC(=O)C2C=CC=CC1=2)=O.S([O-])([O-])(=O)=S.[Na+].[Na+]. Product: [CH:2]([C:3]1[N:8]=[C:7]([CH2:9][C:10]2[C:18]3[C:13](=[CH:14][C:15]([O:19][CH3:20])=[CH:16][CH:17]=3)[N:12]([C:21]([O:23][C:24]([CH3:27])([CH3:26])[CH3:25])=[O:22])[C:11]=2[C:28]2[CH:29]=[CH:30][CH:31]=[CH:32][CH:33]=2)[CH:6]=[CH:5][CH:4]=1)=[O:1].